Dataset: Catalyst prediction with 721,799 reactions and 888 catalyst types from USPTO. Task: Predict which catalyst facilitates the given reaction. Product: [C:31]([N:28]1[CH2:27][CH2:26][C:25]2([CH2:21][N:22]([CH2:2][C:3]3[N:13]([CH2:14][CH2:15][C:16]([CH3:19])([CH3:18])[CH3:17])[C:6]4[N:7]=[C:8]([C:11]#[N:12])[N:9]=[CH:10][C:5]=4[CH:4]=3)[CH2:23][CH2:24]2)[CH2:30][CH2:29]1)(=[O:33])[CH3:32]. Reactant: Br[CH2:2][C:3]1[N:13]([CH2:14][CH2:15][C:16]([CH3:19])([CH3:18])[CH3:17])[C:6]2[N:7]=[C:8]([C:11]#[N:12])[N:9]=[CH:10][C:5]=2[CH:4]=1.Cl.[CH2:21]1[C:25]2([CH2:30][CH2:29][N:28]([C:31](=[O:33])[CH3:32])[CH2:27][CH2:26]2)[CH2:24][CH2:23][NH:22]1.C([O-])([O-])=O.[K+].[K+].C(N(CC)CC)C. The catalyst class is: 18.